This data is from Forward reaction prediction with 1.9M reactions from USPTO patents (1976-2016). The task is: Predict the product of the given reaction. (1) The product is: [ClH:24].[F:1][C:2]1[CH:3]=[CH:4][C:5]([S:8]([CH:11]2[CH2:16][CH2:15][NH:14][CH2:13][CH2:12]2)(=[O:9])=[O:10])=[CH:6][CH:7]=1. Given the reactants [F:1][C:2]1[CH:7]=[CH:6][C:5]([S:8]([CH:11]2[CH2:16][CH2:15][N:14](C(OC(C)(C)C)=O)[CH2:13][CH2:12]2)(=[O:10])=[O:9])=[CH:4][CH:3]=1.[ClH:24], predict the reaction product. (2) Given the reactants [OH:1][C@@H:2]1[C@@H:7]([C:8]2[CH:13]=[CH:12][C:11]([C:14]([O:16][CH3:17])=[O:15])=[CH:10][CH:9]=2)[C@H:6]([O:18][Si:19]([CH:26]([CH3:28])[CH3:27])([CH:23]([CH3:25])[CH3:24])[CH:20]([CH3:22])[CH3:21])[CH2:5][N:4]([C:29]([O:31][CH2:32][C:33]2[CH:38]=[CH:37][CH:36]=[CH:35][CH:34]=2)=[O:30])[CH2:3]1.Cl[CH2:40][C:41]1[CH:42]=[CH:43][C:44]2[O:49][CH2:48][C:47](=[O:50])[N:46]([CH2:51][CH2:52][CH2:53][O:54][CH3:55])[C:45]=2[CH:56]=1, predict the reaction product. The product is: [CH3:17][O:16][C:14]([C:11]1[CH:10]=[CH:9][C:8]([C@H:7]2[C@H:6]([O:18][Si:19]([CH:23]([CH3:25])[CH3:24])([CH:20]([CH3:21])[CH3:22])[CH:26]([CH3:27])[CH3:28])[CH2:5][N:4]([C:29]([O:31][CH2:32][C:33]3[CH:34]=[CH:35][CH:36]=[CH:37][CH:38]=3)=[O:30])[CH2:3][C@@H:2]2[O:1][CH2:40][C:41]2[CH:42]=[CH:43][C:44]3[O:49][CH2:48][C:47](=[O:50])[N:46]([CH2:51][CH2:52][CH2:53][O:54][CH3:55])[C:45]=3[CH:56]=2)=[CH:13][CH:12]=1)=[O:15]. (3) Given the reactants [NH:1]1[C:9]2[C:4](=[CH:5][C:6]([NH2:10])=[CH:7][CH:8]=2)[CH:3]=[CH:2]1.[F:11][C:12]1([F:20])[CH2:16][CH2:15][CH:14]([C:17](O)=[O:18])[CH2:13]1.CN(C(ON1N=NC2C=CC=NC1=2)=[N+](C)C)C.F[P-](F)(F)(F)(F)F.CCN(C(C)C)C(C)C, predict the reaction product. The product is: [F:11][C:12]1([F:20])[CH2:16][CH2:15][CH:14]([C:17]([NH:10][C:6]2[CH:5]=[C:4]3[C:9](=[CH:8][CH:7]=2)[NH:1][CH:2]=[CH:3]3)=[O:18])[CH2:13]1. (4) Given the reactants [CH3:1][S:2][C:3](SC)=[C:4]([C:7]#[N:8])[C:5]#[N:6].[C:11]([CH2:13][C:14]([NH2:16])=[S:15])#[N:12].C(N(CC)CC)C.Cl, predict the reaction product. The product is: [NH2:8][C:7]1[C:4]([C:5]#[N:6])=[C:3]([S:2][CH3:1])[C:13]([C:11]#[N:12])=[C:14]([SH:15])[N:16]=1. (5) Given the reactants O.[OH-].[Li+].C[O:5][C:6]([C:8]1[CH:46]=[CH:45][C:11]([CH2:12][CH:13](/[CH:26]=[CH:27]/[C:28]2[CH:33]=[CH:32][CH:31]=[CH:30][C:29]=2[O:34][CH2:35][CH2:36][CH2:37][CH2:38][N:39]2[CH2:43][CH2:42][CH2:41][C:40]2=[O:44])[CH2:14][CH2:15][C:16]2[CH:25]=[CH:24][C:19]([C:20]([O:22]C)=[O:21])=[CH:18][CH:17]=2)=[CH:10][CH:9]=1)=[O:7].Cl, predict the reaction product. The product is: [C:6]([C:8]1[CH:9]=[CH:10][C:11]([CH2:12][CH:13](/[CH:26]=[CH:27]/[C:28]2[CH:33]=[CH:32][CH:31]=[CH:30][C:29]=2[O:34][CH2:35][CH2:36][CH2:37][CH2:38][N:39]2[CH2:43][CH2:42][CH2:41][C:40]2=[O:44])[CH2:14][CH2:15][C:16]2[CH:25]=[CH:24][C:19]([C:20]([OH:22])=[O:21])=[CH:18][CH:17]=2)=[CH:45][CH:46]=1)([OH:7])=[O:5]. (6) Given the reactants Br[C:2]1[CH:3]=[N:4][CH:5]=[C:6]2[C:11]=1[N:10]=[C:9]([C:12]([NH:14][CH2:15][CH2:16][S:17]([CH3:20])(=[O:19])=[O:18])=[O:13])[CH:8]=[CH:7]2.[F:21][C:22]1[CH:23]=[C:24](B(O)O)[CH:25]=[CH:26][C:27]=1[F:28].C(=O)([O-])[O-].[Cs+].[Cs+], predict the reaction product. The product is: [F:21][C:22]1[CH:23]=[C:24]([C:2]2[CH:3]=[N:4][CH:5]=[C:6]3[C:11]=2[N:10]=[C:9]([C:12]([NH:14][CH2:15][CH2:16][S:17]([CH3:20])(=[O:19])=[O:18])=[O:13])[CH:8]=[CH:7]3)[CH:25]=[CH:26][C:27]=1[F:28].